From a dataset of Reaction yield outcomes from USPTO patents with 853,638 reactions. Predict the reaction yield, written as a fraction of the theoretical maximum amount of product (1.0 means a 100% yield; for example, 0.34 means a 34% yield). (1) The reactants are [CH3:1][CH:2]([CH3:31])[CH2:3][CH2:4][NH:5][C:6]([C:8]1[N:9]=[N:10][C:11]([N:14]2[CH2:19][CH2:18][N:17]([C:20](=[O:30])[C:21]3[CH:26]=[CH:25][CH:24]=[CH:23][C:22]=3[N+:27]([O-])=O)[CH2:16][CH2:15]2)=[CH:12][CH:13]=1)=[O:7]. The catalyst is [Pd]. The product is [CH3:1][CH:2]([CH3:31])[CH2:3][CH2:4][NH:5][C:6]([C:8]1[N:9]=[N:10][C:11]([N:14]2[CH2:15][CH2:16][N:17]([C:20](=[O:30])[C:21]3[CH:26]=[CH:25][CH:24]=[CH:23][C:22]=3[NH2:27])[CH2:18][CH2:19]2)=[CH:12][CH:13]=1)=[O:7]. The yield is 0.830. (2) The reactants are [H-].[Na+].[F:3][C:4]1[CH:9]=[CH:8][C:7](/[C:10](=[N:16]\[OH:17])/[C:11]([O:13]CC)=[O:12])=[CH:6][CH:5]=1.Cl[CH2:19][C:20]1[CH:39]=[CH:38][C:23]([O:24][CH2:25][C:26]2[N:27]=[C:28]([C:32]3[CH:37]=[CH:36][CH:35]=[CH:34][CH:33]=3)[O:29][C:30]=2[CH3:31])=[CH:22][CH:21]=1.Cl.C(=O)(O)[O-].[Na+]. The catalyst is CN(C)C=O. The product is [F:3][C:4]1[CH:5]=[CH:6][C:7](/[C:10](=[N:16]\[O:17][CH2:19][C:20]2[CH:21]=[CH:22][C:23]([O:24][CH2:25][C:26]3[N:27]=[C:28]([C:32]4[CH:37]=[CH:36][CH:35]=[CH:34][CH:33]=4)[O:29][C:30]=3[CH3:31])=[CH:38][CH:39]=2)/[C:11]([OH:13])=[O:12])=[CH:8][CH:9]=1. The yield is 0.540. (3) The reactants are C[O:2][C:3]([CH:5]1[CH2:10][CH2:9][N:8]([C:11]([N:13]2[C@@:17]([C:19]3[CH:24]=[CH:23][C:22]([Cl:25])=[CH:21][CH:20]=3)([CH3:18])[C@@:16]([C:27]3[CH:32]=[CH:31][C:30]([Cl:33])=[CH:29][CH:28]=3)([CH3:26])[N:15]=[C:14]2[C:34]2[CH:35]=[N:36][C:37]([C:43]([CH3:46])([CH3:45])[CH3:44])=[CH:38][C:39]=2[O:40][CH2:41][CH3:42])=[O:12])[CH2:7][CH2:6]1)=[O:4].O.[OH-].[Li+].Cl. The catalyst is O.O1CCCC1. The product is [C:43]([C:37]1[N:36]=[CH:35][C:34]([C:14]2[N:13]([C:11]([N:8]3[CH2:7][CH2:6][CH:5]([C:3]([OH:4])=[O:2])[CH2:10][CH2:9]3)=[O:12])[C@@:17]([C:19]3[CH:24]=[CH:23][C:22]([Cl:25])=[CH:21][CH:20]=3)([CH3:18])[C@@:16]([C:27]3[CH:32]=[CH:31][C:30]([Cl:33])=[CH:29][CH:28]=3)([CH3:26])[N:15]=2)=[C:39]([O:40][CH2:41][CH3:42])[CH:38]=1)([CH3:44])([CH3:45])[CH3:46]. The yield is 0.980.